From a dataset of Full USPTO retrosynthesis dataset with 1.9M reactions from patents (1976-2016). Predict the reactants needed to synthesize the given product. (1) Given the product [CH3:1][O:2][C:3](=[O:30])[CH2:4][C:5]1[CH:10]=[C:9]([O:11][C:12]2[CH:17]=[CH:16][C:15]([C:18]([F:21])([F:20])[F:19])=[CH:14][C:13]=2[CH2:22][N:23]2[CH2:27][CH2:26][O:25][C:24]2=[O:28])[CH:8]=[CH:7][C:6]=1[C:31]1[CH:36]=[CH:35][CH:34]=[CH:33][CH:32]=1, predict the reactants needed to synthesize it. The reactants are: [CH3:1][O:2][C:3](=[O:30])[CH2:4][C:5]1[CH:10]=[C:9]([O:11][C:12]2[CH:17]=[CH:16][C:15]([C:18]([F:21])([F:20])[F:19])=[CH:14][C:13]=2[CH2:22][N:23]2[CH2:27][CH2:26][O:25][C:24]2=[O:28])[CH:8]=[CH:7][C:6]=1Br.[C:31]1(B(O)O)[CH:36]=[CH:35][CH:34]=[CH:33][CH:32]=1. (2) Given the product [CH:9]1([CH2:15][NH:16][C:17](=[O:18])[C@@H:19]([CH:20]([CH3:21])[CH3:22])[NH:23][C:24]2[C:32]([F:33])=[CH:31][C:27]([CH2:28][OH:29])=[CH:26][N:25]=2)[CH2:10][CH2:11][CH2:12][CH2:13][CH2:14]1, predict the reactants needed to synthesize it. The reactants are: C(Cl)(=O)OCC(C)C.[CH:9]1([CH2:15][NH:16][C:17]([C@H:19]([NH:23][C:24]2[C:32]([F:33])=[CH:31][C:27]([C:28](O)=[O:29])=[CH:26][N:25]=2)[CH:20]([CH3:22])[CH3:21])=[O:18])[CH2:14][CH2:13][CH2:12][CH2:11][CH2:10]1.CN1CCOCC1. (3) The reactants are: [F:1][C:2]1[CH:3]=[C:4]([CH:13]([CH3:17])[C:14]([OH:16])=O)[CH:5]=[CH:6][C:7]=1[NH:8][S:9]([CH3:12])(=[O:11])=[O:10].[C:18]([C:22]1[CH:29]=[CH:28][C:25]([CH2:26][NH2:27])=[CH:24][CH:23]=1)([CH3:21])([CH3:20])[CH3:19].C(Cl)CCl. Given the product [C:18]([C:22]1[CH:23]=[CH:24][C:25]([CH2:26][NH:27][C:14](=[O:16])[CH:13]([C:4]2[CH:5]=[CH:6][C:7]([NH:8][S:9]([CH3:12])(=[O:10])=[O:11])=[C:2]([F:1])[CH:3]=2)[CH3:17])=[CH:28][CH:29]=1)([CH3:21])([CH3:19])[CH3:20], predict the reactants needed to synthesize it. (4) Given the product [Br:1][C:2]1[CH:3]=[C:4]2[C:9](=[CH:10][CH:11]=1)[CH2:8][CH:7]([NH2:19])[CH2:6][CH2:5]2, predict the reactants needed to synthesize it. The reactants are: [Br:1][C:2]1[CH:3]=[C:4]2[C:9](=[CH:10][CH:11]=1)[CH2:8][C:7](=O)[CH2:6][CH2:5]2.C([O-])(=O)C.[NH4+].C([BH3-])#[N:19].[Na+]. (5) Given the product [CH3:1][C:2]1[CH:10]=[CH:9][C:8]([N+:11]([O-:13])=[O:12])=[CH:7][C:3]=1[C:4]([O:6][CH3:15])=[O:5], predict the reactants needed to synthesize it. The reactants are: [CH3:1][C:2]1[CH:10]=[CH:9][C:8]([N+:11]([O-:13])=[O:12])=[CH:7][C:3]=1[C:4]([OH:6])=[O:5].Cl.[CH3:15]O. (6) Given the product [CH:29]1([CH2:28][N:19]2[C:20]3[C:25](=[CH:24][CH:23]=[CH:22][C:21]=3[O:26][CH3:27])[C:17]([C:15]3[O:16][C:12]([CH2:10][OH:9])=[C:13]([CH3:35])[N:14]=3)=[CH:18]2)[CH2:34][CH2:33][CH2:32][CH2:31][CH2:30]1, predict the reactants needed to synthesize it. The reactants are: [H-].[Al+3].[Li+].[H-].[H-].[H-].C([O:9][C:10]([C:12]1[O:16][C:15]([C:17]2[C:25]3[C:20](=[C:21]([O:26][CH3:27])[CH:22]=[CH:23][CH:24]=3)[N:19]([CH2:28][CH:29]3[CH2:34][CH2:33][CH2:32][CH2:31][CH2:30]3)[CH:18]=2)=[N:14][C:13]=1[CH3:35])=O)C.C1(CN2C3C(=CC=CC=3OC)C(C3OC=C(C)N=3)=C2)CCCCC1.O.O.O.O.O.O.O.O.O.O.S([O-])([O-])(=O)=O.[Na+].[Na+].